Dataset: Reaction yield outcomes from USPTO patents with 853,638 reactions. Task: Predict the reaction yield, written as a fraction of the theoretical maximum amount of product (1.0 means a 100% yield; for example, 0.34 means a 34% yield). (1) The reactants are I[C:2]1[C:3]([CH3:8])=[N:4][O:5][C:6]=1[CH3:7].[C:9]([Si:11]([CH3:14])([CH3:13])[CH3:12])#[CH:10].C(N(CC)CC)C. The catalyst is CN(C=O)C.C1C=CC(P(C2C=CC=CC=2)C2C=CC=CC=2)=CC=1.C1C=CC(P(C2C=CC=CC=2)C2C=CC=CC=2)=CC=1.Cl[Pd]Cl.[Cu]I. The product is [CH3:8][C:3]1[C:2]([C:10]#[C:9][Si:11]([CH3:14])([CH3:13])[CH3:12])=[C:6]([CH3:7])[O:5][N:4]=1. The yield is 0.617. (2) The reactants are C[C:2]1([C:17](N)=O)[CH2:7][CH2:6][CH2:5][N:4]([C:8]2[CH:13]=[CH:12][C:11]([N+:14]([O-:16])=[O:15])=[CH:10][CH:9]=2)[CH2:3]1.[C:20]1([CH2:26][OH:27])[CH:25]=[CH:24][CH:23]=[CH:22][CH:21]=1.N12CCCN=C1CCCCC2.Br[N:40]1[C:44](=[O:45])CCC1=O. The catalyst is C(Cl)CCl. The product is [CH3:17][C:2]1([NH:40][C:44](=[O:45])[O:27][CH2:26][C:20]2[CH:25]=[CH:24][CH:23]=[CH:22][CH:21]=2)[CH2:7][CH2:6][CH2:5][N:4]([C:8]2[CH:9]=[CH:10][C:11]([N+:14]([O-:16])=[O:15])=[CH:12][CH:13]=2)[CH2:3]1. The yield is 0.870. (3) The reactants are [CH:1]([S:4]([C:7]1[CH:12]=[CH:11][C:10]([C:13]2[N:14]=[CH:15][C:16]([NH2:19])=[N:17][CH:18]=2)=[CH:9][CH:8]=1)(=[O:6])=[O:5])([CH3:3])[CH3:2].[Br:20]N1C(=O)CCC1=O.O. The catalyst is CN(C=O)C. The product is [Br:20][C:15]1[C:16]([NH2:19])=[N:17][CH:18]=[C:13]([C:10]2[CH:11]=[CH:12][C:7]([S:4]([CH:1]([CH3:3])[CH3:2])(=[O:5])=[O:6])=[CH:8][CH:9]=2)[N:14]=1. The yield is 0.620.